This data is from NCI-60 drug combinations with 297,098 pairs across 59 cell lines. The task is: Regression. Given two drug SMILES strings and cell line genomic features, predict the synergy score measuring deviation from expected non-interaction effect. (1) Cell line: NCI-H226. Drug 2: CC1CCCC2(C(O2)CC(NC(=O)CC(C(C(=O)C(C1O)C)(C)C)O)C(=CC3=CSC(=N3)C)C)C. Synergy scores: CSS=41.8, Synergy_ZIP=5.57, Synergy_Bliss=6.27, Synergy_Loewe=-10.4, Synergy_HSA=7.77. Drug 1: CCC(=C(C1=CC=CC=C1)C2=CC=C(C=C2)OCCN(C)C)C3=CC=CC=C3.C(C(=O)O)C(CC(=O)O)(C(=O)O)O. (2) Drug 1: CC1=CC2C(CCC3(C2CCC3(C(=O)C)OC(=O)C)C)C4(C1=CC(=O)CC4)C. Drug 2: CS(=O)(=O)CCNCC1=CC=C(O1)C2=CC3=C(C=C2)N=CN=C3NC4=CC(=C(C=C4)OCC5=CC(=CC=C5)F)Cl. Cell line: TK-10. Synergy scores: CSS=12.7, Synergy_ZIP=-4.72, Synergy_Bliss=3.82, Synergy_Loewe=-23.5, Synergy_HSA=-0.169.